From a dataset of Reaction yield outcomes from USPTO patents with 853,638 reactions. Predict the reaction yield, written as a fraction of the theoretical maximum amount of product (1.0 means a 100% yield; for example, 0.34 means a 34% yield). (1) The reactants are [C:1]1([CH2:7][C:8](=[O:10])[CH3:9])[CH:6]=[CH:5][CH:4]=[CH:3][CH:2]=1.[Br:11][C:12]1[CH:19]=[CH:18][C:15]([CH:16]=O)=[CH:14][CH:13]=1.N1CCCCC1. The catalyst is C1C=CC=CC=1. The product is [Br:11][C:12]1[CH:19]=[CH:18][C:15]([CH:16]=[C:7]([C:1]2[CH:6]=[CH:5][CH:4]=[CH:3][CH:2]=2)[C:8](=[O:10])[CH3:9])=[CH:14][CH:13]=1. The yield is 0.380. (2) The reactants are [CH3:1][O:2][C:3]1[CH:12]=[C:11]2[C:6]([CH:7]=[C:8]([C:13]([OH:15])=O)[N:9]=[CH:10]2)=[CH:5][CH:4]=1.[NH:16]1[CH:20]=[CH:19][N:18]=[C:17]1[NH:21][C:22]([C:24]1[C:32]2[NH:31][C:30]([NH2:33])=[N:29][C:28]=2[CH:27]=[CH:26][CH:25]=1)=[O:23].CN(C(ON1N=NC2C=CC=CC1=2)=[N+](C)C)C.F[P-](F)(F)(F)(F)F.CCN(C(C)C)C(C)C. The catalyst is CN(C=O)C. The product is [NH:18]1[CH:19]=[CH:20][N:16]=[C:17]1[NH:21][C:22]([C:24]1[C:32]2[N:31]=[C:30]([NH:33][C:13]([C:8]3[N:9]=[CH:10][C:11]4[C:6]([CH:7]=3)=[CH:5][CH:4]=[C:3]([O:2][CH3:1])[CH:12]=4)=[O:15])[NH:29][C:28]=2[CH:27]=[CH:26][CH:25]=1)=[O:23]. The yield is 0.840.